From a dataset of Peptide-MHC class I binding affinity with 185,985 pairs from IEDB/IMGT. Regression. Given a peptide amino acid sequence and an MHC pseudo amino acid sequence, predict their binding affinity value. This is MHC class I binding data. The peptide sequence is AVTALTIAY. The MHC is HLA-A01:01 with pseudo-sequence HLA-A01:01. The binding affinity (normalized) is 0.363.